From a dataset of Peptide-MHC class I binding affinity with 185,985 pairs from IEDB/IMGT. Regression. Given a peptide amino acid sequence and an MHC pseudo amino acid sequence, predict their binding affinity value. This is MHC class I binding data. (1) The peptide sequence is IVHPPMLYM. The MHC is HLA-B15:17 with pseudo-sequence HLA-B15:17. The binding affinity (normalized) is 0.619. (2) The peptide sequence is TTFPVNGGY. The MHC is HLA-A26:01 with pseudo-sequence HLA-A26:01. The binding affinity (normalized) is 0.711. (3) The peptide sequence is YCLDFLFDV. The MHC is HLA-A02:06 with pseudo-sequence HLA-A02:06. The binding affinity (normalized) is 0. (4) The peptide sequence is HAETESATL. The MHC is HLA-B46:01 with pseudo-sequence HLA-B46:01. The binding affinity (normalized) is 0.0847. (5) The peptide sequence is EERVILAGPM. The MHC is HLA-B44:02 with pseudo-sequence HLA-B44:02. The binding affinity (normalized) is 0.285. (6) The peptide sequence is VIPFDDIVR. The MHC is HLA-A11:01 with pseudo-sequence HLA-A11:01. The binding affinity (normalized) is 0.153. (7) The peptide sequence is AEDLADHHV. The MHC is HLA-B27:03 with pseudo-sequence HLA-B27:03. The binding affinity (normalized) is 0.0847.